This data is from Catalyst prediction with 721,799 reactions and 888 catalyst types from USPTO. The task is: Predict which catalyst facilitates the given reaction. (1) Reactant: [CH:1]([C:3]1[S:7][C:6]([C:8]([OH:10])=[O:9])=[CH:5][CH:4]=1)=[O:2].[Cl:11][C:12]1[CH:13]=[N+:14]([O-:32])[CH:15]=[C:16]([Cl:31])[C:17]=1[CH2:18][C@@H:19]([C:21]1[CH:26]=[CH:25][C:24]([O:27][CH3:28])=[C:23]([O:29][CH3:30])[CH:22]=1)O.Cl.CN(C)CCCN=C=NCC. Product: [CH:1]([C:3]1[S:7][C:6]([C:8]([O:10][C@H:19]([C:21]2[CH:26]=[CH:25][C:24]([O:27][CH3:28])=[C:23]([O:29][CH3:30])[CH:22]=2)[CH2:18][C:17]2[C:16]([Cl:31])=[CH:15][N+:14]([O-:32])=[CH:13][C:12]=2[Cl:11])=[O:9])=[CH:5][CH:4]=1)=[O:2]. The catalyst class is: 112. (2) Reactant: [O:1]=[O+][O-].[C:4]([O:8][C:9]([N:11]([C:26]([O:28][C:29]([CH3:32])([CH3:31])[CH3:30])=[O:27])[C:12]1[CH:17]=[C:16]([CH:18]=C)[N:15]=[C:14]([C:20]([O:22][CH3:23])=[O:21])[C:13]=1[O:24][CH3:25])=[O:10])([CH3:7])([CH3:6])[CH3:5].C1(P(C2C=CC=CC=2)C2C=CC=CC=2)C=CC=CC=1. Product: [C:4]([O:8][C:9]([N:11]([C:26]([O:28][C:29]([CH3:32])([CH3:31])[CH3:30])=[O:27])[C:12]1[CH:17]=[C:16]([CH:18]=[O:1])[N:15]=[C:14]([C:20]([O:22][CH3:23])=[O:21])[C:13]=1[O:24][CH3:25])=[O:10])([CH3:5])([CH3:7])[CH3:6]. The catalyst class is: 2.